From a dataset of Reaction yield outcomes from USPTO patents with 853,638 reactions. Predict the reaction yield, written as a fraction of the theoretical maximum amount of product (1.0 means a 100% yield; for example, 0.34 means a 34% yield). (1) The reactants are [NH2:1][C:2]1[N:7]=[CH:6][C:5]([C:8]2[C:9]3[CH2:18][CH2:17][N:16]([C@@:19]4([CH3:31])[CH2:23][CH2:22][N:21]([C:24]([O:26][C:27]([CH3:30])([CH3:29])[CH3:28])=[O:25])[CH2:20]4)[C:10]=3[N:11]=[C:12]([S:14][CH3:15])[N:13]=2)=[CH:4][N:3]=1.ClC1C=C(C=CC=1)C(OO)=[O:37]. The catalyst is C(Cl)Cl.CS(C)=O. The product is [NH2:1][C:2]1[N:7]=[CH:6][C:5]([C:8]2[C:9]3[CH2:18][CH2:17][N:16]([C@@:19]4([CH3:31])[CH2:23][CH2:22][N:21]([C:24]([O:26][C:27]([CH3:30])([CH3:29])[CH3:28])=[O:25])[CH2:20]4)[C:10]=3[N:11]=[C:12]([S:14]([CH3:15])=[O:37])[N:13]=2)=[CH:4][N:3]=1. The yield is 0.550. (2) The reactants are [Cl:1][C:2]1[C:3]([CH3:24])=[C:4]([CH:21]=[CH:22][CH:23]=1)[CH2:5][NH:6][C:7]1[N:12]=[C:11]([NH:13][CH2:14][CH2:15][CH3:16])[N:10]=[C:9]([NH:17][CH2:18][C:19]#[CH:20])[N:8]=1.Cl.C(OCC)C.Cl.C(ONC1N=C(NCCC)N=C(NCC#C)N=1)(C)(C)C. No catalyst specified. The product is [ClH:1].[Cl:1][C:2]1[C:3]([CH3:24])=[C:4]([CH:21]=[CH:22][CH:23]=1)[CH2:5][NH:6][C:7]1[N:8]=[C:9]([NH:17][CH2:18][CH2:19][CH3:20])[N:10]=[C:11]([NH:13][CH2:14][C:15]#[CH:16])[N:12]=1. The yield is 1.00. (3) The catalyst is CN(C=O)C. The yield is 0.640. The product is [CH2:2]([C:4]1[S:24][C:7]2[N:8]=[C:9]([S:18][CH2:19][C:20]([O:22][CH3:23])=[O:21])[N:10]=[C:11]([N:12]3[CH2:17][CH2:16][N:15]([C:41](=[O:42])[C:40]4[CH:44]=[CH:45][C:37]([O:36][C:35]([F:34])([F:46])[F:47])=[CH:38][CH:39]=4)[CH2:14][CH2:13]3)[C:6]=2[CH:5]=1)[CH3:3]. The reactants are Cl.[CH2:2]([C:4]1[S:24][C:7]2[N:8]=[C:9]([S:18][CH2:19][C:20]([O:22][CH3:23])=[O:21])[N:10]=[C:11]([N:12]3[CH2:17][CH2:16][NH:15][CH2:14][CH2:13]3)[C:6]=2[CH:5]=1)[CH3:3].C(N(C(C)C)CC)(C)C.[F:34][C:35]([F:47])([F:46])[O:36][C:37]1[CH:45]=[CH:44][C:40]([C:41](Cl)=[O:42])=[CH:39][CH:38]=1. (4) The reactants are Cl[C:2]1[C:11]2[C:6](=[CH:7][CH:8]=[CH:9][CH:10]=2)[N:5]=[C:4]([CH2:12][F:13])[N:3]=1.[CH3:14][O:15][C:16]1[CH:21]=[CH:20][C:19]([NH:22][CH3:23])=[CH:18][CH:17]=1.Cl.C([O-])(O)=O.[Na+]. The catalyst is C(O)(C)C. The product is [F:13][CH2:12][C:4]1[N:3]=[C:2]([N:22]([C:19]2[CH:20]=[CH:21][C:16]([O:15][CH3:14])=[CH:17][CH:18]=2)[CH3:23])[C:11]2[C:6](=[CH:7][CH:8]=[CH:9][CH:10]=2)[N:5]=1. The yield is 0.0950. (5) The reactants are CN(C=O)C.[C:6]1([C:12]2[CH:13]=[CH:14][C:15]3[N:16]([C:18]([CH2:21][NH:22][C:23]4[CH:24]=[CH:25][N:26]=[C:27]5[C:32]=4[N:31]=[CH:30][C:29]([OH:33])=[CH:28]5)=[N:19][N:20]=3)[N:17]=2)[CH:11]=[CH:10][CH:9]=[CH:8][CH:7]=1.Cl[C:35]([F:40])([F:39])C([O-])=O.[Na+].C(=O)([O-])[O-].[Cs+].[Cs+]. The catalyst is O. The product is [F:39][CH:35]([F:40])[O:33][C:29]1[CH:28]=[C:27]2[C:32]([C:23]([NH:22][CH2:21][C:18]3[N:16]4[N:17]=[C:12]([C:6]5[CH:7]=[CH:8][CH:9]=[CH:10][CH:11]=5)[CH:13]=[CH:14][C:15]4=[N:20][N:19]=3)=[CH:24][CH:25]=[N:26]2)=[N:31][CH:30]=1. The yield is 0.170. (6) The reactants are [F:1][C:2]([F:7])([F:6])[C:3]([OH:5])=[O:4].[F:8][C:9]([F:14])([F:13])[C:10]([OH:12])=[O:11].FC(F)(F)C(O)=O.[Cl:22][C:23]1[CH:24]=[N:25][C:26]2[NH:27][C:28]3[CH:29]=[N:30][CH:31]=[C:32]([CH:54]=3)[CH2:33][CH2:34][C:35]3[CH:43]=[C:39]([NH:40][C:41]=1[N:42]=2)[CH:38]=[CH:37][C:36]=3[NH:44][C:45](=[O:53])[CH2:46][CH:47]1[CH2:52][CH2:51][NH:50][CH2:49][CH2:48]1.[N:55]1[NH:56][N:57]=[C:58]([C:60](O)=[O:61])[CH:59]=1. No catalyst specified. The product is [F:1][C:2]([F:7])([F:6])[C:3]([OH:5])=[O:4].[F:8][C:9]([F:14])([F:13])[C:10]([OH:12])=[O:11].[Cl:22][C:23]1[CH:24]=[N:25][C:26]2[NH:27][C:28]3[CH:29]=[N:30][CH:31]=[C:32]([CH:54]=3)[CH2:33][CH2:34][C:35]3[CH:43]=[C:39]([NH:40][C:41]=1[N:42]=2)[CH:38]=[CH:37][C:36]=3[NH:44][C:45](=[O:53])[CH2:46][CH:47]1[CH2:52][CH2:51][N:50]([C:60]([C:58]2[N:57]=[N:56][NH:55][CH:59]=2)=[O:61])[CH2:49][CH2:48]1. The yield is 0.480. (7) The reactants are [NH:1]1[CH:5]=[CH:4][N:3]=[CH:2]1.C(=O)([O-])[O-].[K+].[K+].F[C:13]1[CH:20]=[C:19]([F:21])[CH:18]=[CH:17][C:14]=1[C:15]#[N:16]. The catalyst is O1CCCC1.CN(C)C=O. The product is [F:21][C:19]1[CH:20]=[CH:13][C:14]([C:15]#[N:16])=[C:17]([N:1]2[CH:5]=[CH:4][N:3]=[CH:2]2)[CH:18]=1. The yield is 0.0900. (8) The reactants are [Cl:1][S:2]([OH:5])(=O)=[O:3].[Br:6][C:7]1[CH:11]=[CH:10][S:9][CH:8]=1. The catalyst is C(Cl)Cl. The product is [Br:6][C:7]1[CH:11]=[CH:10][S:9][C:8]=1[S:2]([Cl:1])(=[O:5])=[O:3]. The yield is 0.300.